From a dataset of Reaction yield outcomes from USPTO patents with 853,638 reactions. Predict the reaction yield, written as a fraction of the theoretical maximum amount of product (1.0 means a 100% yield; for example, 0.34 means a 34% yield). The reactants are [CH2:1]([C:8]#[N:9])[C:2]1[CH:7]=[CH:6][CH:5]=[CH:4][CH:3]=1.[NH2:10][OH:11].ON=C(N)C1C=CC=CC=1. The catalyst is CCO. The product is [OH:11][N:10]=[C:8]([NH2:9])[CH2:1][C:2]1[CH:7]=[CH:6][CH:5]=[CH:4][CH:3]=1. The yield is 0.819.